This data is from Reaction yield outcomes from USPTO patents with 853,638 reactions. The task is: Predict the reaction yield, written as a fraction of the theoretical maximum amount of product (1.0 means a 100% yield; for example, 0.34 means a 34% yield). (1) The yield is 0.600. The catalyst is C(Cl)Cl.O. The product is [Cl:22][C:17]1[CH:16]=[C:15]([CH:10]([C:11]([F:14])([F:12])[F:13])/[CH:9]=[CH:8]/[C:6]2[CH:7]=[CH:2][C:3]([CH2:23][NH:24][C:25](=[O:27])[CH3:26])=[CH:4][CH:5]=2)[CH:20]=[C:19]([Cl:21])[CH:18]=1. The reactants are Cl[C:2]1[CH:7]=[C:6](/[CH:8]=[CH:9]/[CH:10]([C:15]2[CH:20]=[C:19]([Cl:21])[CH:18]=[C:17]([Cl:22])[CH:16]=2)[C:11]([F:14])([F:13])[F:12])[CH:5]=[CH:4][C:3]=1[CH2:23][NH2:24].[C:25](OC(=O)C)(=[O:27])[CH3:26]. (2) The reactants are Cl[C:2]1[C:11]([Cl:12])=[N:10][C:9]2[C:4](=[CH:5][CH:6]=[C:7]([C:13]([F:16])([F:15])[F:14])[CH:8]=2)[N:3]=1.[CH3:17][N:18]1[CH2:23][CH2:22][NH:21][CH2:20][CH2:19]1. The catalyst is CCO. The product is [Cl:12][C:11]1[C:2]([N:21]2[CH2:22][CH2:23][N:18]([CH3:17])[CH2:19][CH2:20]2)=[N:3][C:4]2[C:9]([N:10]=1)=[CH:8][C:7]([C:13]([F:16])([F:15])[F:14])=[CH:6][CH:5]=2. The yield is 0.520. (3) The reactants are [Cl-].O[NH3+:3].[C:4](=[O:7])([O-])[OH:5].[Na+].CS(C)=O.[CH2:13]([C:17]1[N:18]=[C:19]([CH2:49][CH3:50])[N:20]([C:40]2[CH:41]=[CH:42][C:43]3[O:47][CH2:46][CH2:45][C:44]=3[CH:48]=2)[C:21](=[O:39])[C:22]=1[CH2:23][C:24]1[CH:29]=[CH:28][C:27]([C:30]2[C:31]([C:36]#[N:37])=[CH:32][CH:33]=[CH:34][CH:35]=2)=[CH:26][C:25]=1[F:38])[CH2:14][CH2:15][CH3:16]. The catalyst is C(OCC)(=O)C. The product is [CH2:13]([C:17]1[N:18]=[C:19]([CH2:49][CH3:50])[N:20]([C:40]2[CH:41]=[CH:42][C:43]3[O:47][CH2:46][CH2:45][C:44]=3[CH:48]=2)[C:21](=[O:39])[C:22]=1[CH2:23][C:24]1[CH:29]=[CH:28][C:27]([C:30]2[CH:35]=[CH:34][CH:33]=[CH:32][C:31]=2[C:36]2[NH:3][C:4](=[O:7])[O:5][N:37]=2)=[CH:26][C:25]=1[F:38])[CH2:14][CH2:15][CH3:16]. The yield is 0.920. (4) The reactants are [NH2:1][C:2]1[CH:7]=[CH:6][C:5]([C:8]2[CH:13]=[CH:12][C:11]([O:14][C:15]([F:18])([F:17])[F:16])=[CH:10][CH:9]=2)=[CH:4][CH:3]=1.[C:19]([C:23]1[CH:28]=[CH:27][C:26](B(O)O)=[CH:25][CH:24]=1)([CH3:22])([CH3:21])[CH3:20].C(N(CC)CC)C. The catalyst is C([O-])(=O)C.[Cu+2].C([O-])(=O)C.N1C=CC=CC=1. The product is [C:19]([C:23]1[CH:28]=[CH:27][C:26]([NH:1][C:2]2[CH:7]=[CH:6][C:5]([C:8]3[CH:13]=[CH:12][C:11]([O:14][C:15]([F:16])([F:17])[F:18])=[CH:10][CH:9]=3)=[CH:4][CH:3]=2)=[CH:25][CH:24]=1)([CH3:22])([CH3:21])[CH3:20]. The yield is 0.290. (5) The reactants are [C:1]([O:5][C:6]([N:8]1[CH:13]([CH2:14][CH3:15])[CH2:12][CH:11]([NH:16][C:17]2[O:18][CH:19]=[C:20]([C:22]([O:24][CH2:25][CH3:26])=[O:23])[N:21]=2)[CH2:10][CH:9]1[CH2:27][C:28]1[CH:33]=[CH:32][CH:31]=[CH:30][CH:29]=1)=[O:7])([CH3:4])([CH3:3])[CH3:2].[H-].[Na+].Br[CH2:37][C:38]1[CH:43]=[C:42]([C:44]([F:47])([F:46])[F:45])[CH:41]=[C:40]([Cl:48])[CH:39]=1.O. The catalyst is CN(C=O)C. The product is [C:1]([O:5][C:6]([N:8]1[CH:13]([CH2:14][CH3:15])[CH2:12][CH:11]([N:16]([CH2:37][C:38]2[CH:43]=[C:42]([C:44]([F:45])([F:46])[F:47])[CH:41]=[C:40]([Cl:48])[CH:39]=2)[C:17]2[O:18][CH:19]=[C:20]([C:22]([O:24][CH2:25][CH3:26])=[O:23])[N:21]=2)[CH2:10][CH:9]1[CH2:27][C:28]1[CH:33]=[CH:32][CH:31]=[CH:30][CH:29]=1)=[O:7])([CH3:3])([CH3:4])[CH3:2]. The yield is 0.430. (6) The reactants are [CH3:1][C:2]1[NH:3][C:4](=O)[C:5]2[C:10]3[CH2:11][CH2:12][CH2:13][CH2:14][C:9]=3[O:8][C:6]=2[N:7]=1.O=P(Cl)(Cl)[Cl:18].C(Cl)(Cl)Cl.CCCCCC. The catalyst is C(OC(=O)C)(=O)C. The product is [Cl:18][C:4]1[C:5]2[C:10]3[CH2:11][CH2:12][CH2:13][CH2:14][C:9]=3[O:8][C:6]=2[N:7]=[C:2]([CH3:1])[N:3]=1. The yield is 0.820. (7) The reactants are [Cl:1][C:2]1[CH:3]=[C:4]([N:11]2[C:20]3[C:15](=[CH:16][C:17]([S:21](OC4C(F)=C(F)C(F)=C(F)C=4F)(=[O:23])=[O:22])=[CH:18][CH:19]=3)[CH:14]=[CH:13][C:12]2=[O:36])[C:5]([O:9][CH3:10])=[N:6][C:7]=1[Cl:8].[O:37]1[CH:41]=[CH:40][C:39]([NH2:42])=[N:38]1.C1COCC1.C[Si]([N-][Si](C)(C)C)(C)C.[Li+]. The catalyst is Cl.CCOC(C)=O. The product is [Cl:1][C:2]1[CH:3]=[C:4]([N:11]2[C:20]3[C:15](=[CH:16][C:17]([S:21]([NH:42][C:39]4[CH:40]=[CH:41][O:37][N:38]=4)(=[O:22])=[O:23])=[CH:18][CH:19]=3)[CH:14]=[CH:13][C:12]2=[O:36])[C:5]([O:9][CH3:10])=[N:6][C:7]=1[Cl:8]. The yield is 1.00. (8) The reactants are [C:1]([CH:5]1[CH2:10][CH2:9][CH:8]([CH2:11][C:12]2[CH:13]=[C:14]3[C:19](=[CH:20][CH:21]=2)[CH:18]=[C:17]([CH2:22][N:23]2[CH2:28][CH2:27][CH:26]([C:29]([O:31]CC)=[O:30])[CH2:25][CH2:24]2)[CH:16]=[CH:15]3)[CH2:7][CH2:6]1)([CH3:4])([CH3:3])[CH3:2].[OH-].[Na+].O.Cl. The catalyst is CO. The product is [C:1]([CH:5]1[CH2:6][CH2:7][CH:8]([CH2:11][C:12]2[CH:13]=[C:14]3[C:19](=[CH:20][CH:21]=2)[CH:18]=[C:17]([CH2:22][N:23]2[CH2:28][CH2:27][CH:26]([C:29]([OH:31])=[O:30])[CH2:25][CH2:24]2)[CH:16]=[CH:15]3)[CH2:9][CH2:10]1)([CH3:4])([CH3:2])[CH3:3]. The yield is 0.850. (9) The reactants are [CH3:1][O:2][C:3]1[CH:33]=[CH:32][C:6]([CH2:7][N:8]2[CH:12]=[C:11]([C:13]3[CH:18]=[CH:17][N:16]=[C:15](S(C)(=O)=O)[N:14]=3)[C:10]([C:23]3[CH:28]=[CH:27][CH:26]=[C:25]([N+:29]([O-:31])=[O:30])[CH:24]=3)=[N:9]2)=[CH:5][CH:4]=1.[CH2:34]([NH2:36])[CH3:35]. The catalyst is O1CCOCC1.O. The product is [CH2:34]([NH:36][C:15]1[N:14]=[C:13]([C:11]2[C:10]([C:23]3[CH:28]=[CH:27][CH:26]=[C:25]([N+:29]([O-:31])=[O:30])[CH:24]=3)=[N:9][N:8]([CH2:7][C:6]3[CH:32]=[CH:33][C:3]([O:2][CH3:1])=[CH:4][CH:5]=3)[CH:12]=2)[CH:18]=[CH:17][N:16]=1)[CH3:35]. The yield is 0.940.